This data is from Catalyst prediction with 721,799 reactions and 888 catalyst types from USPTO. The task is: Predict which catalyst facilitates the given reaction. (1) Reactant: [CH3:1][C:2]1[CH:3]=[C:4]2[C:9](=[CH:10][CH:11]=1)[C:8]([CH3:13])([CH3:12])[C:7](=[O:14])[C:6]([C:15]([NH:17][CH2:18][C:19]([O:21]C(C)(C)C)=[O:20])=[O:16])=[C:5]2[OH:26]. Product: [CH3:1][C:2]1[CH:3]=[C:4]2[C:9](=[CH:10][CH:11]=1)[C:8]([CH3:13])([CH3:12])[C:7](=[O:14])[C:6]([C:15]([NH:17][CH2:18][C:19]([OH:21])=[O:20])=[O:16])=[C:5]2[OH:26]. The catalyst class is: 67. (2) Reactant: [Cl:1][C:2]1[C:3]([NH2:10])=[N:4][C:5]([CH3:9])=[N:6][C:7]=1[CH3:8].[CH2:11]([O:14][C:15]1[CH:16]=[C:17]([CH:20]=[CH:21][C:22]=1[O:23][CH2:24][C:25]1[CH:30]=[CH:29][CH:28]=[CH:27][CH:26]=1)[CH2:18]Cl)[CH:12]=[CH2:13].CC([O-])(C)C.[K+].O. Product: [CH2:11]([O:14][C:15]1[CH:16]=[C:17]([CH:20]=[CH:21][C:22]=1[O:23][CH2:24][C:25]1[CH:30]=[CH:29][CH:28]=[CH:27][CH:26]=1)[CH2:18][NH:10][C:3]1[C:2]([Cl:1])=[C:7]([CH3:8])[N:6]=[C:5]([CH3:9])[N:4]=1)[CH:12]=[CH2:13]. The catalyst class is: 107. (3) Reactant: [C:1]([O:5][C:6]([N:8]1[CH2:13][CH2:12][C:11](=[O:14])[CH2:10][C@@H:9]1[C:15]([OH:17])=[O:16])=[O:7])([CH3:4])([CH3:3])[CH3:2].[CH:18]1(O)[CH2:22][CH2:21][CH2:20][CH2:19]1.C(Cl)CCl.C([O-])([O-])=O.[Na+].[Na+]. Product: [O:14]=[C:11]1[CH2:12][CH2:13][N:8]([C:6]([O:5][C:1]([CH3:4])([CH3:2])[CH3:3])=[O:7])[C@@H:9]([C:15]([O:17][CH:18]2[CH2:22][CH2:21][CH2:20][CH2:19]2)=[O:16])[CH2:10]1. The catalyst class is: 64. (4) Reactant: [C:1](OC(=O)CC)(=O)CC.[F:10][C:11]1[CH:12]=[C:13]([N:24]2[CH2:28][C@H:27]([CH2:29][NH:30][C:31](=[O:33])[CH3:32])[O:26][C:25]2=[O:34])[CH:14]=[C:15]2[C:19]=1[N:18]([CH2:20][CH2:21][CH3:22])[C:17](=[O:23])[CH2:16]2.C(N(C(C)C)CC)(C)C. The catalyst class is: 4. Product: [F:10][C:11]1[CH:12]=[C:13]([N:24]2[CH2:28][C@H:27]([CH2:29][NH:30][C:31](=[O:33])[CH2:32][CH3:1])[O:26][C:25]2=[O:34])[CH:14]=[C:15]2[C:19]=1[N:18]([CH2:20][CH2:21][CH3:22])[C:17](=[O:23])[CH2:16]2. (5) Reactant: [CH:1]([O:4][C:5]1[C:10]([CH2:11][NH2:12])=[CH:9][CH:8]=[C:7]([CH3:13])[N:6]=1)([CH3:3])[CH3:2].C1N=CN([C:19](N2C=NC=C2)=[O:20])C=1.[NH2:26][C:27]1[C:32]2[O:33][CH2:34][C:35](=[O:37])[NH:36][C:31]=2[CH:30]=[CH:29][CH:28]=1. Product: [CH:1]([O:4][C:5]1[C:10]([CH2:11][NH:12][C:19]([NH:26][C:27]2[C:32]3[O:33][CH2:34][C:35](=[O:37])[NH:36][C:31]=3[CH:30]=[CH:29][CH:28]=2)=[O:20])=[CH:9][CH:8]=[C:7]([CH3:13])[N:6]=1)([CH3:3])[CH3:2]. The catalyst class is: 118. (6) Reactant: Br[C:2]1[CH:7]=[CH:6][CH:5]=[CH:4][N:3]=1.COCCOC.[S:14]1[C:18]2[CH:19]=[CH:20][CH:21]=[CH:22][C:17]=2[CH:16]=[C:15]1B(O)O.C(=O)(O)[O-].[Na+]. Product: [S:14]1[C:15]([C:2]2[CH:7]=[CH:6][CH:5]=[CH:4][N:3]=2)=[CH:16][C:17]2[CH:22]=[CH:21][CH:20]=[CH:19][C:18]1=2. The catalyst class is: 690. (7) Reactant: [NH2:1][C:2]1[CH:7]=[CH:6][C:5]([CH2:8][C:9]([O:11][CH2:12][CH3:13])=[O:10])=[CH:4][CH:3]=1.Cl[C:15]1[N:20]=[CH:19][C:18]([C:21]2[CH:26]=[CH:25][C:24]([O:27][CH:28]([F:30])[F:29])=[CH:23][CH:22]=2)=[CH:17][N:16]=1.CC1C=CC(S(O)(=O)=O)=CC=1.Cl. Product: [F:30][CH:28]([F:29])[O:27][C:24]1[CH:23]=[CH:22][C:21]([C:18]2[CH:19]=[N:20][C:15]([NH:1][C:2]3[CH:3]=[CH:4][C:5]([CH2:8][C:9]([O:11][CH2:12][CH3:13])=[O:10])=[CH:6][CH:7]=3)=[N:16][CH:17]=2)=[CH:26][CH:25]=1. The catalyst class is: 12.